Predict which catalyst facilitates the given reaction. From a dataset of Catalyst prediction with 721,799 reactions and 888 catalyst types from USPTO. (1) Product: [CH2:9]([O:10][C:12]1[N:20]=[CH:19][N:18]=[C:17]2[C:13]=1[NH:14][CH:15]=[N:16]2)[C:6]1[CH:7]=[CH:8][CH:3]=[CH:4][CH:5]=1. Reactant: [H-].[Na+].[CH:3]1[CH:8]=[CH:7][C:6]([CH2:9][OH:10])=[CH:5][CH:4]=1.Cl[C:12]1[N:20]=[CH:19][N:18]=[C:17]2[C:13]=1[NH:14][CH:15]=[N:16]2. The catalyst class is: 6. (2) Reactant: [CH2:1]([O:8][C@@H:9]([CH3:14])[C:10](OC)=[O:11])[C:2]1[CH:7]=[CH:6][CH:5]=[CH:4][CH:3]=1.CC(C[AlH]CC(C)C)C. Product: [CH2:1]([O:8][C@@H:9]([CH3:14])[CH:10]=[O:11])[C:2]1[CH:7]=[CH:6][CH:5]=[CH:4][CH:3]=1. The catalyst class is: 11. (3) Reactant: [Si:1]([O:8][CH2:9][C@@H:10]1[CH:14]=[CH:13][C:12](=O)[N:11]1[C:16]([O:18][C:19]([CH3:22])([CH3:21])[CH3:20])=[O:17])([C:4]([CH3:7])([CH3:6])[CH3:5])([CH3:3])[CH3:2].[CH2:23]1COCC1. Product: [Si:1]([O:8][CH2:9][C@H:10]1[N:11]([C:16]([O:18][C:19]([CH3:22])([CH3:21])[CH3:20])=[O:17])[CH2:12][C@H:13]2[C@@H:14]1[CH2:23]2)([C:4]([CH3:7])([CH3:6])[CH3:5])([CH3:3])[CH3:2]. The catalyst class is: 27. (4) Reactant: [S:1]1[CH:5]=[CH:4][CH:3]=[C:2]1[CH2:6][NH:7][C:8](=[O:14])[O:9][C:10]([CH3:13])([CH3:12])[CH3:11].C1C(=O)N([Br:22])C(=O)C1. Product: [Br:22][C:5]1[S:1][C:2]([CH2:6][NH:7][C:8](=[O:14])[O:9][C:10]([CH3:11])([CH3:13])[CH3:12])=[CH:3][CH:4]=1. The catalyst class is: 39. (5) Reactant: C(OC(=O)[NH:7][C:8]1[CH:13]=[C:12]([N:14]2[CH2:17][CH2:16][CH2:15]2)[C:11]([C:18]([F:21])([F:20])[F:19])=[CH:10][C:9]=1[NH:22][C:23](=[O:39])[CH2:24][C:25]([C:27]1[CH:32]=[CH:31][CH:30]=[C:29]([C:33]2[O:37][N:36]=[C:35]([CH3:38])[CH:34]=2)[CH:28]=1)=O)(C)(C)C.C(O)(C(F)(F)F)=O. Product: [N:14]1([C:12]2[C:11]([C:18]([F:21])([F:19])[F:20])=[CH:10][C:9]3[NH:22][C:23](=[O:39])[CH2:24][C:25]([C:27]4[CH:32]=[CH:31][CH:30]=[C:29]([C:33]5[O:37][N:36]=[C:35]([CH3:38])[CH:34]=5)[CH:28]=4)=[N:7][C:8]=3[CH:13]=2)[CH2:17][CH2:16][CH2:15]1. The catalyst class is: 2. (6) Reactant: Cl.[Cl:2][C:3]1[C:4](F)=[CH:5][C:6]2[NH:10][C:9](=[O:11])[N:8]([CH:12]3[CH2:17][CH2:16][NH:15][CH2:14][CH2:13]3)[C:7]=2[CH:18]=1.[O:20]1[CH2:25][CH2:24][C:23](=O)[CH2:22][CH2:21]1.[BH3-]C#N.[Na+]. Product: [ClH:2].[Cl:2][C:3]1[CH:4]=[CH:5][C:6]2[NH:10][C:9](=[O:11])[N:8]([CH:12]3[CH2:17][CH2:16][N:15]([CH:23]4[CH2:24][CH2:25][O:20][CH2:21][CH2:22]4)[CH2:14][CH2:13]3)[C:7]=2[CH:18]=1. The catalyst class is: 5. (7) Reactant: [C:1]1(B(O)O)[CH:6]=[CH:5][CH:4]=[CH:3][CH:2]=1.P([O-])([O-])([O-])=O.[K+].[K+].[K+].O.Br[C:20]1[CH:25]=[CH:24][C:23]([C:26]2([CH:29]3[N:32]([CH:33]4[CH:40]5[CH2:41][CH:36]6[CH2:37][CH:38]([CH2:42][CH:34]4[CH2:35]6)[CH2:39]5)[C:31](=[O:43])[C:30]3([CH3:45])[CH3:44])[CH2:28][CH2:27]2)=[CH:22][CH:21]=1. Product: [C:20]1([C:1]2[CH:6]=[CH:5][CH:4]=[CH:3][CH:2]=2)[CH:25]=[CH:24][C:23]([C:26]2([CH:29]3[N:32]([CH:33]4[CH:40]5[CH2:41][CH:36]6[CH2:37][CH:38]([CH2:42][CH:34]4[CH2:35]6)[CH2:39]5)[C:31](=[O:43])[C:30]3([CH3:45])[CH3:44])[CH2:28][CH2:27]2)=[CH:22][CH:21]=1. The catalyst class is: 492. (8) Reactant: [Br:1][C:2]1[N:7]=[C:6]([C@@:8]([NH:18][C:19]([NH:21][C:22](=[O:29])[C:23]2[CH:28]=[CH:27][CH:26]=[CH:25][CH:24]=2)=S)([C@@H:10]([F:17])[C@@H:11]([OH:16])[C:12]([F:15])([F:14])[F:13])[CH3:9])[C:5]([F:30])=[CH:4][CH:3]=1.CCN=C=NCCCN(C)C.Cl. Product: [Br:1][C:2]1[N:7]=[C:6]([C@:8]2([CH3:9])[C@@H:10]([F:17])[C@H:11]([C:12]([F:15])([F:14])[F:13])[O:16][C:19]([NH:21][C:22](=[O:29])[C:23]3[CH:28]=[CH:27][CH:26]=[CH:25][CH:24]=3)=[N:18]2)[C:5]([F:30])=[CH:4][CH:3]=1. The catalyst class is: 10. (9) Product: [Br:9][C:10]1[CH:11]=[C:12]([CH:13]=[CH:14][CH:15]=1)[O:16][CH2:3][C:4]1[N:5]=[CH:6][S:7][CH:8]=1. The catalyst class is: 9. Reactant: Cl.Cl[CH2:3][C:4]1[N:5]=[CH:6][S:7][CH:8]=1.[Br:9][C:10]1[CH:11]=[C:12]([OH:16])[CH:13]=[CH:14][CH:15]=1.C(=O)([O-])[O-].[K+].[K+].